Dataset: Full USPTO retrosynthesis dataset with 1.9M reactions from patents (1976-2016). Task: Predict the reactants needed to synthesize the given product. (1) The reactants are: [CH2:1]([C@@:4]1([CH3:30])[CH2:9][C@H:8]([C:10]2[CH:15]=[CH:14][CH:13]=[C:12]([Cl:16])[CH:11]=2)[C@@H:7]([C:17]2[CH:22]=[CH:21][C:20]([Cl:23])=[CH:19][CH:18]=2)[N:6]([C@@H:24]([CH2:27][CH3:28])[CH2:25]O)[C:5]1=[O:29])[CH:2]=[CH2:3].C(C=P(CCCC)(CCCC)CCCC)#N.[C:47]1([SH:53])[CH:52]=[CH:51][CH:50]=[CH:49][CH:48]=1. Given the product [CH2:1]([C@@:4]1([CH3:30])[CH2:9][C@H:8]([C:10]2[CH:15]=[CH:14][CH:13]=[C:12]([Cl:16])[CH:11]=2)[C@@H:7]([C:17]2[CH:18]=[CH:19][C:20]([Cl:23])=[CH:21][CH:22]=2)[N:6]([C@@H:24]([CH2:27][CH3:28])[CH2:25][S:53][C:47]2[CH:52]=[CH:51][CH:50]=[CH:49][CH:48]=2)[C:5]1=[O:29])[CH:2]=[CH2:3], predict the reactants needed to synthesize it. (2) Given the product [C:51]([O:50][C:48]([N:42]1[CH2:43][CH2:44][CH:45]([NH:19][C:17]2[N:18]=[C:11]3[C:10]([C:3]4[CH:4]=[CH:5][C:6]([F:9])=[C:7]([F:8])[C:2]=4[F:1])=[CH:15][CH:14]=[CH:13][N:12]3[N:16]=2)[C:40]([F:55])([F:39])[CH2:41]1)=[O:49])([CH3:54])([CH3:52])[CH3:53], predict the reactants needed to synthesize it. The reactants are: [F:1][C:2]1[C:7]([F:8])=[C:6]([F:9])[CH:5]=[CH:4][C:3]=1[C:10]1[C:11]2[N:12]([N:16]=[C:17]([NH2:19])[N:18]=2)[CH:13]=[CH:14][CH:15]=1.ClC(Cl)(Cl)C(Cl)(Cl)Cl.C(N(CC)CC)C.CP(C)C.[F:39][C:40]1([F:55])[C:45](O)(O)[CH2:44][CH2:43][N:42]([C:48]([O:50][C:51]([CH3:54])([CH3:53])[CH3:52])=[O:49])[CH2:41]1.[B][B][B][B][B][B][B][B][B][B].C([O-])(O)=O.[Na+]. (3) The reactants are: [C:1]([O:5][C:6]([N:8]1[CH2:13][CH2:12][CH:11]([NH:14][CH2:15][C:16]2[C:21]([CH3:22])=[CH:20][C:19]([CH3:23])=[CH:18][N:17]=2)[CH2:10][CH2:9]1)=[O:7])([CH3:4])([CH3:3])[CH3:2].[CH3:24][C:25]([C:33]1[C:34]([CH:39]=O)=[N:35][CH:36]=[CH:37][CH:38]=1)([C:27]1[CH:32]=[CH:31][CH:30]=[CH:29][CH:28]=1)[CH3:26].[BH-](OC(C)=O)(OC(C)=O)OC(C)=O.[Na+]. Given the product [C:1]([O:5][C:6]([N:8]1[CH2:13][CH2:12][CH:11]([N:14]([CH2:15][C:16]2[C:21]([CH3:22])=[CH:20][C:19]([CH3:23])=[CH:18][N:17]=2)[CH2:39][C:34]2[C:33]([C:25]([CH3:26])([C:27]3[CH:32]=[CH:31][CH:30]=[CH:29][CH:28]=3)[CH3:24])=[CH:38][CH:37]=[CH:36][N:35]=2)[CH2:10][CH2:9]1)=[O:7])([CH3:4])([CH3:3])[CH3:2], predict the reactants needed to synthesize it. (4) The reactants are: P(CCCC)(CCCC)CCCC.C1CCN(C(N=NC(N2CCCCC2)=O)=O)CC1.[Cl:32][C:33]1[CH:34]=[CH:35][C:36]([C:39]2[CH:44]=[CH:43][C:42]([OH:45])=[CH:41][CH:40]=2)=[N:37][CH:38]=1.O[CH2:47][CH:48]1[CH:53]([NH:54][C:55](=[O:61])[O:56][C:57]([CH3:60])([CH3:59])[CH3:58])[CH2:52][CH2:51][O:50][CH2:49]1.[OH-].[Na+]. Given the product [Cl:32][C:33]1[CH:34]=[CH:35][C:36]([C:39]2[CH:44]=[CH:43][C:42]([O:45][CH2:47][CH:48]3[CH:53]([NH:54][C:55](=[O:61])[O:56][C:57]([CH3:60])([CH3:59])[CH3:58])[CH2:52][CH2:51][O:50][CH2:49]3)=[CH:41][CH:40]=2)=[N:37][CH:38]=1, predict the reactants needed to synthesize it. (5) The reactants are: Br[C:2]1[N:3]([CH2:17][CH:18]2[CH2:23][CH2:22][CH2:21][N:20](C(OC(C)(C)C)=O)[CH2:19]2)[C:4]2[C:9]([N:10]=1)=[C:8]([NH2:11])[N:7]=[C:6]([O:12][CH2:13][CH2:14][CH2:15][CH3:16])[N:5]=2.Cl.[O:32]1CCOCC1.[C:38]([O:42][CH2:43]C)(=[O:41])[CH:39]=[CH2:40].C(N(CC)CC)C. Given the product [CH2:13]([O:12][C:6]1[N:5]=[C:4]2[C:9]([NH:10][C:2](=[O:32])[N:3]2[CH2:17][CH:18]2[CH2:23][CH2:22][CH2:21][N:20]([CH2:40][CH2:39][C:38]([O:42][CH3:43])=[O:41])[CH2:19]2)=[C:8]([NH2:11])[N:7]=1)[CH2:14][CH2:15][CH3:16], predict the reactants needed to synthesize it. (6) The reactants are: [N+:1]([C:4]1[CH:9]=[CH:8][C:7]([CH:10]2[CH2:15][CH2:14][NH:13][CH2:12][CH2:11]2)=[CH:6][CH:5]=1)([O-])=O.[C:16](=O)([O:22]C(C)(C)C)[O:17][C:18]([CH3:21])([CH3:20])[CH3:19].C([O-])(O)=O.[Na+]. Given the product [NH2:1][C:4]1[CH:9]=[CH:8][C:7]([CH:10]2[CH2:15][CH2:14][N:13]([C:16]([O:17][C:18]([CH3:21])([CH3:20])[CH3:19])=[O:22])[CH2:12][CH2:11]2)=[CH:6][CH:5]=1, predict the reactants needed to synthesize it. (7) Given the product [CH3:21][N:8]([C:9]1[CH:14]=[CH:13][N:12]=[C:11]([C:15]2[CH:20]=[CH:19][CH:18]=[CH:17][CH:16]=2)[N:10]=1)[C:6]1[CH:5]=[CH:4][N:3]=[C:2]([NH:30][CH2:29][CH:28]([N:22]2[CH2:27][CH2:26][O:25][CH2:24][CH2:23]2)[C:31]2[CH:32]=[N:33][CH:34]=[CH:35][CH:36]=2)[N:7]=1, predict the reactants needed to synthesize it. The reactants are: F[C:2]1[N:7]=[C:6]([N:8]([CH3:21])[C:9]2[CH:14]=[CH:13][N:12]=[C:11]([C:15]3[CH:20]=[CH:19][CH:18]=[CH:17][CH:16]=3)[N:10]=2)[CH:5]=[CH:4][N:3]=1.[N:22]1([CH:28]([C:31]2[CH:32]=[N:33][CH:34]=[CH:35][CH:36]=2)[CH2:29][NH2:30])[CH2:27][CH2:26][O:25][CH2:24][CH2:23]1. (8) Given the product [CH2:30]([N:19]([C:17]1[S:18][C:14]([Sn:5]([CH2:6][CH2:7][CH2:8][CH3:9])([CH2:4][CH2:3][CH2:2][CH3:1])[CH2:10][CH2:11][CH2:12][CH3:13])=[CH:15][N:16]=1)[C:20](=[O:21])[O:22][C:23]([CH3:26])([CH3:25])[CH3:24])[CH2:31][CH3:32], predict the reactants needed to synthesize it. The reactants are: [CH3:1][CH2:2][CH2:3][CH2:4][Sn:5]([C:14]1[S:18][C:17]([NH:19][C:20]([O:22][C:23]([CH3:26])([CH3:25])[CH3:24])=[O:21])=[N:16][CH:15]=1)([CH2:10][CH2:11][CH2:12][CH3:13])[CH2:6][CH2:7][CH2:8][CH3:9].[H-].[Na+].I[CH2:30][CH2:31][CH3:32]. (9) The reactants are: O.C(O)=[O:3].COC1C=C2C(C(C(NCC3CCN(CC(O)=O)CC3)=O)=NN2)=CC=1C1C=NC=CC=1.C([O:38][C:39](=[O:61])[CH2:40][N:41]1[CH2:46][CH2:45][CH:44]([CH2:47][NH:48][C:49]([C:51]2[C:59]3[C:54](=[CH:55][CH:56]=[C:57](Br)[CH:58]=3)[NH:53][N:52]=2)=[O:50])[CH2:43][CH2:42]1)C.[Cl:62][C:63]1[C:68]([Cl:69])=[CH:67][CH:66]=[CH:65][C:64]=1B(O)O. Given the product [OH2:3].[Cl:62][C:63]1[C:68]([Cl:69])=[CH:67][CH:66]=[CH:65][C:64]=1[C:57]1[CH:58]=[C:59]2[C:54](=[CH:55][CH:56]=1)[NH:53][N:52]=[C:51]2[C:49]([NH:48][CH2:47][CH:44]1[CH2:43][CH2:42][N:41]([CH2:40][C:39]([OH:38])=[O:61])[CH2:46][CH2:45]1)=[O:50], predict the reactants needed to synthesize it.